From a dataset of Forward reaction prediction with 1.9M reactions from USPTO patents (1976-2016). Predict the product of the given reaction. (1) Given the reactants [CH:1]1[C:7]([NH2:8])=[N:6][C:4](=[O:5])[N:3]([C@@H:9]2[O:13][C@H:12]([CH2:14][OH:15])[C@@H:11]([OH:16])[C:10]2([F:18])[F:17])[CH:2]=1.Cl[Si:20]([CH:33]([CH3:35])[CH3:34])([CH:30]([CH3:32])[CH3:31])[O:21][Si:22](Cl)([CH:26]([CH3:28])[CH3:27])[CH:23]([CH3:25])[CH3:24], predict the reaction product. The product is: [NH2:8][C:7]1[CH:1]=[CH:2][N:3]([C@@H:9]2[O:13][C@H:12]3[C@@H:11]([O:16][Si:20]([CH:30]([CH3:32])[CH3:31])([CH:33]([CH3:35])[CH3:34])[O:21][Si:22]([CH:26]([CH3:28])[CH3:27])([CH:23]([CH3:24])[CH3:25])[O:15][CH2:14]3)[C:10]2([F:17])[F:18])[C:4](=[O:5])[N:6]=1. (2) Given the reactants [CH2:1]([O:8][C:9]([N:11]1[CH2:19][C:18]2[C:13](=[CH:14][CH:15]=[C:16]([CH2:20][OH:21])[CH:17]=2)[CH2:12]1)=[O:10])[C:2]1[CH:7]=[CH:6][CH:5]=[CH:4][CH:3]=1.[CH3:22][S:23](Cl)(=[O:25])=[O:24].CCN(CC)CC.C([O-])(O)=O.[Na+], predict the reaction product. The product is: [CH2:1]([O:8][C:9]([N:11]1[CH2:19][C:18]2[C:13](=[CH:14][CH:15]=[C:16]([CH2:20][O:21][S:23]([CH3:22])(=[O:25])=[O:24])[CH:17]=2)[CH2:12]1)=[O:10])[C:2]1[CH:7]=[CH:6][CH:5]=[CH:4][CH:3]=1. (3) Given the reactants C(O)(=O)C.[Cl:5][C:6]1[CH:7]=[CH:8][C:9]([O:12][CH:13]2[CH2:18][CH2:17][NH:16][CH2:15][CH2:14]2)=[N:10][CH:11]=1.C([O-])([O-])=O.[Na+].[Na+], predict the reaction product. The product is: [Cl:5][C:6]1[CH:7]=[CH:8][C:9]([O:12][CH:13]2[CH2:18][CH2:17][NH:16][CH2:15][CH2:14]2)=[N:10][CH:11]=1.